Predict the product of the given reaction. From a dataset of Forward reaction prediction with 1.9M reactions from USPTO patents (1976-2016). (1) Given the reactants [C:1]([N:5]1[C:9]([OH:10])=[CH:8][C:7]([C:11]([F:14])([F:13])[F:12])=[N:6]1)([CH3:4])([CH3:3])[CH3:2].C1(P(C2C=CC=CC=2)C2C=CC=CC=2)C=CC=CC=1.[F:34][CH:35]([F:38])[CH2:36]O.N(C(OC(C)C)=O)=NC(OC(C)C)=O, predict the reaction product. The product is: [C:1]([N:5]1[C:9]([O:10][CH2:36][CH:35]([F:38])[F:34])=[CH:8][C:7]([C:11]([F:13])([F:14])[F:12])=[N:6]1)([CH3:4])([CH3:2])[CH3:3]. (2) Given the reactants Cl[C:2]1[O:3][C:4]2[C:5](=[C:7]([C:11]([O:13][CH3:14])=[O:12])[CH:8]=[CH:9][CH:10]=2)[N:6]=1.[NH2:15][CH2:16][C:17]([N:19]([CH3:21])[CH3:20])=[O:18], predict the reaction product. The product is: [CH3:20][N:19]([CH3:21])[C:17](=[O:18])[CH2:16][NH:15][C:2]1[O:3][C:4]2[C:5](=[C:7]([C:11]([O:13][CH3:14])=[O:12])[CH:8]=[CH:9][CH:10]=2)[N:6]=1. (3) Given the reactants CO[C:3]([C:5]1[O:6][CH:7]=[CH:8][CH:9]=1)=[O:4].[CH3:10][O:11][C:12]1[CH:17]=[C:16]([O:18][CH3:19])[CH:15]=[CH:14][C:13]=1[Mg]Br.[C:22](=[O:25])(O)[O-].[Na+].Cl, predict the reaction product. The product is: [O:6]1[CH:7]=[CH:8][CH:9]=[C:5]1[C:3]([C:15]1[CH:16]=[CH:17][C:12]([O:11][CH3:10])=[CH:13][C:14]=1[O:25][CH3:22])([C:15]1[CH:14]=[CH:13][C:12]([O:11][CH3:10])=[CH:17][C:16]=1[O:18][CH3:19])[OH:4]. (4) Given the reactants Cl[CH2:2][CH2:3][CH2:4][CH2:5][C:6]1([CH2:17][CH3:18])[C:14]2[C:9](=[CH:10][CH:11]=[C:12]([CH3:15])[CH:13]=2)[NH:8][C:7]1=[O:16].[F:19][C:20]1[CH:25]=[CH:24][C:23]([N:26]2[CH2:31][CH2:30][NH:29][CH2:28][CH2:27]2)=[CH:22][CH:21]=1, predict the reaction product. The product is: [CH2:17]([C:6]1([CH2:5][CH2:4][CH2:3][CH2:2][N:29]2[CH2:28][CH2:27][N:26]([C:23]3[CH:22]=[CH:21][C:20]([F:19])=[CH:25][CH:24]=3)[CH2:31][CH2:30]2)[C:14]2[C:9](=[CH:10][CH:11]=[C:12]([CH3:15])[CH:13]=2)[NH:8][C:7]1=[O:16])[CH3:18]. (5) Given the reactants [F:1][C:2]1[C:33]([F:34])=[C:32]([F:35])[C:31]([F:36])=[C:30]([F:37])[C:3]=1[O:4][S:5]([C:8]1[CH:9]=[C:10]2[C:15](=[CH:16][CH:17]=1)[C:14]([CH:18]1[CH2:22][CH2:21][CH2:20][N:19]1C(OC(C)(C)C)=O)=[CH:13][CH:12]=[CH:11]2)(=[O:7])=[O:6].[F:38][C:39]([F:44])([F:43])[C:40]([OH:42])=[O:41], predict the reaction product. The product is: [F:38][C:39]([F:44])([F:43])[C:40]([OH:42])=[O:41].[NH:19]1[CH2:20][CH2:21][CH2:22][CH:18]1[C:14]1[CH:13]=[CH:12][CH:11]=[C:10]2[C:15]=1[CH:16]=[CH:17][C:8]([S:5]([O:4][C:3]1[C:30]([F:37])=[C:31]([F:36])[C:32]([F:35])=[C:33]([F:34])[C:2]=1[F:1])(=[O:7])=[O:6])=[CH:9]2. (6) Given the reactants [CH2:1]([Si:9]([O:14][CH3:15])([O:12][CH3:13])[O:10][CH3:11])[CH2:2][CH2:3][CH2:4][CH2:5][CH:6]([CH3:8])[CH3:7].CC(CC(C)(C)C)C[Si](OC)(OC)[O:20]C.C[Si](OC)(OC)OC.[OH-].[K+:40], predict the reaction product. The product is: [CH3:1][Si:9]([O:14][CH3:15])([O:12][CH3:13])[O:10][CH3:11].[CH2:1]([Si:9]([O:14][CH3:15])([O:10][CH3:11])[O:12][CH3:13])[CH2:2][CH2:3][CH2:4][CH2:5][CH:6]([CH3:8])[CH3:7].[OH-:20].[K+:40]. (7) Given the reactants [Cl:1][C:2]1[CH:3]=[CH:4][C:5]([C:41]#[N:42])=[C:6]([C:8]2[C:13]([O:14][CH3:15])=[CH:12][N:11]([CH:16]([CH2:33][CH:34]([CH3:39])[C:35]([F:38])([F:37])[F:36])[C:17]([NH:19][C:20]3[CH:32]=[CH:31][C:23]([C:24]([O:26]C(C)(C)C)=[O:25])=[CH:22][CH:21]=3)=[O:18])[C:10](=[O:40])[CH:9]=2)[CH:7]=1.C(O)(C(F)(F)F)=O, predict the reaction product. The product is: [Cl:1][C:2]1[CH:3]=[CH:4][C:5]([C:41]#[N:42])=[C:6]([C:8]2[C:13]([O:14][CH3:15])=[CH:12][N:11]([CH:16]([CH2:33][CH:34]([CH3:39])[C:35]([F:37])([F:38])[F:36])[C:17]([NH:19][C:20]3[CH:32]=[CH:31][C:23]([C:24]([OH:26])=[O:25])=[CH:22][CH:21]=3)=[O:18])[C:10](=[O:40])[CH:9]=2)[CH:7]=1.